This data is from Orexin1 receptor HTS with 218,158 compounds and 233 confirmed actives. The task is: Binary Classification. Given a drug SMILES string, predict its activity (active/inactive) in a high-throughput screening assay against a specified biological target. (1) The molecule is OC(=O)c1ccc(/N=N\Nc2cc([N+]([O-])=O)ccc2)cc1. The result is 0 (inactive). (2) The molecule is S(CC(=O)N1CCc2c1cccc2)c1c(cccc1)C(O)=O. The result is 0 (inactive).